From a dataset of Full USPTO retrosynthesis dataset with 1.9M reactions from patents (1976-2016). Predict the reactants needed to synthesize the given product. (1) Given the product [CH3:3][C:2]([OH:41])([C:4]1[CH:5]=[CH:6][CH:7]=[CH:8][C:9]=1[CH2:10][CH2:11][C@@H:12]([S:32][CH2:33][C:34]1([CH2:37][C:38]([O-:40])=[O:39])[CH2:35][CH2:36]1)[C:13]1[CH:14]=[CH:15][CH:16]=[C:17](/[CH:19]=[CH:20]/[C:21]2[CH:22]=[CH:23][C:24]3[CH:25]=[CH:26][C:27]([Cl:31])=[CH:28][C:29]=3[N:30]=2)[CH:18]=1)[CH3:1].[Na+:51], predict the reactants needed to synthesize it. The reactants are: [CH3:1][C:2]([OH:41])([C:4]1[CH:5]=[CH:6][CH:7]=[CH:8][C:9]=1[CH2:10][CH2:11][C@@H:12]([S:32][CH2:33][C:34]1([CH2:37][C:38]([OH:40])=[O:39])[CH2:36][CH2:35]1)[C:13]1[CH:14]=[CH:15][CH:16]=[C:17](/[CH:19]=[CH:20]/[C:21]2[CH:22]=[CH:23][C:24]3[CH:25]=[CH:26][C:27]([Cl:31])=[CH:28][C:29]=3[N:30]=2)[CH:18]=1)[CH3:3].C(N)(C)C.CC(C)([O-])C.[Na+:51].C. (2) The reactants are: [Cl:1][C:2]1[CH:11]=[CH:10][C:9]2[C:4](=[CH:5][CH:6]=[C:7]([CH2:12][N:13]([CH3:15])[CH3:14])[CH:8]=2)[C:3]=1[CH2:16][C:17]([NH2:19])=[O:18].C[O:21][C:22](=O)[C:23]([C:25]1[C:33]2[C:28](=[CH:29][CH:30]=[CH:31][CH:32]=2)[N:27]([CH3:34])[CH:26]=1)=O.CC([O-])(C)C.[K+].[NH4+].[Cl-]. Given the product [Cl:1][C:2]1[CH:11]=[CH:10][C:9]2[C:4](=[CH:5][CH:6]=[C:7]([CH2:12][N:13]([CH3:14])[CH3:15])[CH:8]=2)[C:3]=1[C:16]1[C:17](=[O:18])[NH:19][C:22](=[O:21])[C:23]=1[C:25]1[C:33]2[C:28](=[CH:29][CH:30]=[CH:31][CH:32]=2)[N:27]([CH3:34])[CH:26]=1, predict the reactants needed to synthesize it. (3) Given the product [OH:34][CH:35]1[O:43][C@H:42]([CH2:44][OH:45])[C@H:40]([OH:41])[C@H:38]([OH:39])[C@H:36]1[NH2:37].[CH3:1][N:2]1[C@H:11]([CH2:12][NH:13][C:14]2[CH:15]=[CH:16][C:17]([C:18](=[O:29])[NH:19][C@H:20]([C:26]([OH:28])=[O:27])[CH2:21][CH2:22][C:23]([O-:25])=[O:24])=[CH:30][CH:31]=2)[CH2:10][NH:9][C:8]2[N:7]=[C:6]([NH2:32])[NH:5][C:4](=[O:33])[C:3]1=2, predict the reactants needed to synthesize it. The reactants are: [CH3:1][N:2]1[C@H:11]([CH2:12][NH:13][C:14]2[CH:31]=[CH:30][C:17]([C:18](=[O:29])[NH:19][C@H:20]([C:26]([OH:28])=[O:27])[CH2:21][CH2:22][C:23]([OH:25])=[O:24])=[CH:16][CH:15]=2)[CH2:10][NH:9][C:8]2[N:7]=[C:6]([NH2:32])[NH:5][C:4](=[O:33])[C:3]1=2.[OH:34][CH:35]1[O:43][C@H:42]([CH2:44][OH:45])[C@H:40]([OH:41])[C@H:38]([OH:39])[C@H:36]1[NH2:37]. (4) Given the product [CH3:1][O:2][C:3](=[O:14])[CH2:4][O:5][C:6]1[CH:11]=[CH:10][C:9]([F:12])=[C:8]2[C:7]=1[C:18](=[O:17])[C:19]([CH2:24][C:25]1[CH:26]=[CH:27][C:28]([C:31](=[O:33])[CH3:32])=[CH:29][CH:30]=1)=[C:20]([CH2:21][CH3:22])[NH:13]2, predict the reactants needed to synthesize it. The reactants are: [CH3:1][O:2][C:3](=[O:14])[CH2:4][O:5][C:6]1[CH:11]=[CH:10][C:9]([F:12])=[C:8]([NH2:13])[CH:7]=1.C([O:17][C:18](=O)[CH:19]([CH2:24][C:25]1[CH:30]=[CH:29][C:28]([C:31](=[O:33])[CH3:32])=[CH:27][CH:26]=1)[C:20](=O)[CH2:21][CH3:22])C. (5) Given the product [CH3:11][O:10][C:6]1[CH:5]=[C:4]([CH2:3][CH2:2][C:12]#[N:13])[CH:9]=[CH:8][CH:7]=1, predict the reactants needed to synthesize it. The reactants are: Br[CH2:2][CH2:3][C:4]1[CH:9]=[CH:8][CH:7]=[C:6]([O:10][CH3:11])[CH:5]=1.[C-:12]#[N:13].[Na+]. (6) Given the product [C:1]([N:8]1[CH2:13][CH2:12][CH:11]([S:14]([C:15]2[CH:20]=[CH:19][C:18]([Br:21])=[CH:17][CH:16]=2)=[O:22])[CH2:10][CH2:9]1)([O:3][C:4]([CH3:7])([CH3:6])[CH3:5])=[O:2], predict the reactants needed to synthesize it. The reactants are: [C:1]([N:8]1[CH2:13][CH2:12][CH:11]([S:14][C:15]2[CH:20]=[CH:19][C:18]([Br:21])=[CH:17][CH:16]=2)[CH2:10][CH2:9]1)([O:3][C:4]([CH3:7])([CH3:6])[CH3:5])=[O:2].[OH:22]OS([O-])=O.[K+].